Dataset: Catalyst prediction with 721,799 reactions and 888 catalyst types from USPTO. Task: Predict which catalyst facilitates the given reaction. (1) Reactant: [CH:1]1([OH:7])[CH2:6][CH2:5][CH2:4][CH2:3][CH2:2]1.[H-].[Na+].[CH:10]([C:13]1[CH:14]=[N:15][N:16]2[C:21]([C:22]3[CH:27]=[CH:26][C:25]([NH:28][S:29]([CH3:32])(=[O:31])=[O:30])=[CH:24][CH:23]=3)=[CH:20][C:19](Cl)=[N:18][C:17]=12)([CH3:12])[CH3:11].O. Product: [CH:10]([C:13]1[CH:14]=[N:15][N:16]2[C:21]([C:22]3[CH:23]=[CH:24][C:25]([NH:28][S:29]([CH3:32])(=[O:31])=[O:30])=[CH:26][CH:27]=3)=[CH:20][C:19]([O:7][CH:1]3[CH2:6][CH2:5][CH2:4][CH2:3][CH2:2]3)=[N:18][C:17]=12)([CH3:12])[CH3:11]. The catalyst class is: 12. (2) Reactant: [S:1]([C:5]1[S:6][C:7]2[CH:13]=[C:12]([O:14][CH2:15][C:16]3[N:17]=[N:18][N:19]([CH2:21][C:22]([N:24]([CH2:36][C:37]([O:39]CC)=[O:38])[CH2:25][C:26]4[CH:31]=[CH:30][C:29]([C:32]([F:35])([F:34])[F:33])=[CH:28][CH:27]=4)=[O:23])[CH:20]=3)[CH:11]=[CH:10][C:8]=2[N:9]=1)(=[O:4])(=[O:3])[NH2:2].[Li+].[OH-]. Product: [S:1]([C:5]1[S:6][C:7]2[CH:13]=[C:12]([O:14][CH2:15][C:16]3[N:17]=[N:18][N:19]([CH2:21][C:22]([N:24]([CH2:36][C:37]([OH:39])=[O:38])[CH2:25][C:26]4[CH:27]=[CH:28][C:29]([C:32]([F:34])([F:35])[F:33])=[CH:30][CH:31]=4)=[O:23])[CH:20]=3)[CH:11]=[CH:10][C:8]=2[N:9]=1)(=[O:3])(=[O:4])[NH2:2]. The catalyst class is: 20. (3) Reactant: [OH-].[Na+].[N:3]1[C:12]2[C:7](=[N:8][CH:9]=[CH:10][CH:11]=2)[CH:6]=[C:5]([CH2:13][C:14]([O:16]CC)=[O:15])[CH:4]=1.Cl. Product: [N:3]1[C:12]2[C:7](=[N:8][CH:9]=[CH:10][CH:11]=2)[CH:6]=[C:5]([CH2:13][C:14]([OH:16])=[O:15])[CH:4]=1. The catalyst class is: 12. (4) Reactant: [Cl:1][C:2]1[CH:42]=[CH:41][C:5]([CH2:6][C@@H:7]([NH:28][CH:29]2[CH2:34][CH2:33][N:32]([C:35]3[CH:40]=[CH:39][CH:38]=[CH:37][N:36]=3)[CH2:31][CH2:30]2)[C:8]([N:10]2[CH2:15][CH2:14][C:13]([CH:22]3[CH2:27][CH2:26][CH2:25][CH2:24][CH2:23]3)([CH2:16][N:17]3[CH:21]=[N:20][CH:19]=[N:18]3)[CH2:12][CH2:11]2)=[O:9])=[CH:4][CH:3]=1.Cl. Product: [ClH:1].[Cl:1][C:2]1[CH:42]=[CH:41][C:5]([CH2:6][C@@H:7]([NH:28][CH:29]2[CH2:34][CH2:33][N:32]([C:35]3[CH:40]=[CH:39][CH:38]=[CH:37][N:36]=3)[CH2:31][CH2:30]2)[C:8]([N:10]2[CH2:15][CH2:14][C:13]([CH:22]3[CH2:23][CH2:24][CH2:25][CH2:26][CH2:27]3)([CH2:16][N:17]3[CH:21]=[N:20][CH:19]=[N:18]3)[CH2:12][CH2:11]2)=[O:9])=[CH:4][CH:3]=1. The catalyst class is: 268.